The task is: Predict the product of the given reaction.. This data is from Forward reaction prediction with 1.9M reactions from USPTO patents (1976-2016). (1) The product is: [C:1]([C:3]1[N:4]=[CH:5][N:6]2[C:15]=1[C@@H:14]([CH2:16][CH3:17])[N:13]([CH:18]1[CH2:22][CH2:21][CH2:20][CH2:19]1)[C:12]1[N:11]=[C:10]([NH:23][C:24]3[C:32]([O:33][CH3:34])=[CH:31][C:27]([C:28]([NH:49][C:48]4[CH:47]=[CH:46][C:45]([CH2:44][N:41]5[CH2:40][CH2:39][N:38]([CH3:37])[CH2:43][CH2:42]5)=[CH:51][CH:50]=4)=[O:30])=[C:26]([F:35])[CH:25]=3)[N:9]=[CH:8][C:7]2=1)#[N:2]. Given the reactants [C:1]([C:3]1[N:4]=[CH:5][N:6]2[C:15]=1[C@@H:14]([CH2:16][CH3:17])[N:13]([CH:18]1[CH2:22][CH2:21][CH2:20][CH2:19]1)[C:12]1[N:11]=[C:10]([NH:23][C:24]3[C:32]([O:33][CH3:34])=[CH:31][C:27]([C:28]([OH:30])=O)=[C:26]([F:35])[CH:25]=3)[N:9]=[CH:8][C:7]2=1)#[N:2].Cl.[CH3:37][N:38]1[CH2:43][CH2:42][N:41]([CH2:44][C:45]2[CH:51]=[CH:50][C:48]([NH2:49])=[CH:47][CH:46]=2)[CH2:40][CH2:39]1, predict the reaction product. (2) Given the reactants [OH:1][C:2]1[C:11]2[C:6](=[CH:7][CH:8]=[CH:9][CH:10]=2)[CH:5]=[CH:4][C:3]=1[C:12]([OH:14])=O.ON1C2C=CC=CC=2N=N1.C(N=C=NC(C)C)(C)C.C(N(CC)C(C)C)(C)C.Cl.[NH2:44][C:45]([CH3:51])([CH3:50])[C:46]([O:48][CH3:49])=[O:47], predict the reaction product. The product is: [CH3:49][O:48][C:46](=[O:47])[C:45]([NH:44][C:12]([C:3]1[CH:4]=[CH:5][C:6]2[C:11](=[CH:10][CH:9]=[CH:8][CH:7]=2)[C:2]=1[OH:1])=[O:14])([CH3:51])[CH3:50]. (3) Given the reactants [CH3:1][O:2][C:3]([C:5]1[C:10]([NH2:11])=[N:9][CH:8]=[CH:7][N:6]=1)=[O:4].[C:12]([O:16][C:17](O[C:17]([O:16][C:12]([CH3:15])([CH3:14])[CH3:13])=[O:18])=[O:18])([CH3:15])([CH3:14])[CH3:13], predict the reaction product. The product is: [CH3:1][O:2][C:3]([C:5]1[C:10]([N:11]([C:17]([O:16][C:12]([CH3:15])([CH3:14])[CH3:13])=[O:18])[C:17]([O:16][C:12]([CH3:15])([CH3:14])[CH3:13])=[O:18])=[N:9][CH:8]=[CH:7][N:6]=1)=[O:4].